From a dataset of Forward reaction prediction with 1.9M reactions from USPTO patents (1976-2016). Predict the product of the given reaction. (1) Given the reactants Cl[C:2]1[C:11]2[C:6](=[CH:7][CH:8]=[C:9]([O:12][C:13]3[CH:18]=[CH:17][CH:16]=[CH:15][CH:14]=3)[CH:10]=2)[N:5]=[CH:4][C:3]=1[C:19]([O:21][CH2:22][CH3:23])=[O:20].[NH3:24], predict the reaction product. The product is: [CH2:22]([O:21][C:19]([C:3]1[CH:4]=[N:5][C:6]2[C:11]([C:2]=1[NH2:24])=[CH:10][C:9]([O:12][C:13]1[CH:18]=[CH:17][CH:16]=[CH:15][CH:14]=1)=[CH:8][CH:7]=2)=[O:20])[CH3:23]. (2) Given the reactants O1[C:5]2([CH2:10][CH2:9][CH:8]([N:11]3[C:15](=[O:16])[CH2:14][CH2:13][C:12]3=[O:17])[CH2:7][CH2:6]2)[O:4]CC1.Cl, predict the reaction product. The product is: [O:4]=[C:5]1[CH2:10][CH2:9][CH:8]([N:11]2[C:15](=[O:16])[CH2:14][CH2:13][C:12]2=[O:17])[CH2:7][CH2:6]1. (3) The product is: [Cl:1][C:2]1[CH:3]=[C:4]([CH:9]([CH:10]([OH:11])[C:12]2[CH:13]=[CH:14][CH:15]=[CH:16][CH:17]=2)[CH2:18][NH:19][C:28](=[O:32])[O:29][CH2:30][CH3:31])[CH:5]=[CH:6][C:7]=1[Cl:8]. Given the reactants [Cl:1][C:2]1[CH:3]=[C:4]([CH:9]([CH2:18][NH:19]C)[CH:10]([C:12]2[CH:17]=[CH:16][CH:15]=[CH:14][CH:13]=2)[OH:11])[CH:5]=[CH:6][C:7]=1[Cl:8].C(N(CC)CC)C.[C:28](Cl)(=[O:32])[O:29][CH2:30][CH3:31], predict the reaction product.